Dataset: M1 muscarinic receptor antagonist screen with 61,756 compounds. Task: Binary Classification. Given a drug SMILES string, predict its activity (active/inactive) in a high-throughput screening assay against a specified biological target. The molecule is o1c(C\N=C(\Nc2ccccc2)c2ccccc2)ccc1. The result is 0 (inactive).